From a dataset of Full USPTO retrosynthesis dataset with 1.9M reactions from patents (1976-2016). Predict the reactants needed to synthesize the given product. (1) Given the product [C:1]1([C:7]2[CH:8]=[CH:9][CH:10]=[C:11]3[C:16]=2[CH:15]=[C:14]([NH2:26])[CH:13]=[CH:12]3)[CH:6]=[CH:5][CH:4]=[CH:3][CH:2]=1, predict the reactants needed to synthesize it. The reactants are: [C:1]1([C:7]2[CH:8]=[CH:9][CH:10]=[C:11]3[C:16]=2[CH:15]=[C:14](OS(C(F)(F)F)(=O)=O)[CH:13]=[CH:12]3)[CH:6]=[CH:5][CH:4]=[CH:3][CH:2]=1.C(=O)(OC(C)(C)C)[NH2:26].C(=O)([O-])[O-].[Cs+].[Cs+]. (2) Given the product [CH3:38][S:39]([OH:42])(=[O:41])=[O:40].[Cl:1][C:2]1[C:7]([C:8]2[C:9](=[O:25])[N:10]([CH2:23][CH3:24])[C:11]3[C:16]([CH:17]=2)=[CH:15][N:14]=[C:13]([NH:18][CH2:19][CH2:20][O:21][CH3:22])[CH:12]=3)=[CH:6][C:5]([NH:26][C:27]([NH:29][C:30]2[CH:35]=[CH:34][CH:33]=[CH:32][C:31]=2[F:36])=[O:28])=[C:4]([F:37])[CH:3]=1, predict the reactants needed to synthesize it. The reactants are: [Cl:1][C:2]1[C:7]([C:8]2[C:9](=[O:25])[N:10]([CH2:23][CH3:24])[C:11]3[C:16]([CH:17]=2)=[CH:15][N:14]=[C:13]([NH:18][CH2:19][CH2:20][O:21][CH3:22])[CH:12]=3)=[CH:6][C:5]([NH:26][C:27]([NH:29][C:30]2[CH:35]=[CH:34][CH:33]=[CH:32][C:31]=2[F:36])=[O:28])=[C:4]([F:37])[CH:3]=1.[CH3:38][S:39]([OH:42])(=[O:41])=[O:40]. (3) Given the product [CH2:26]([C:25]1[C:24](=[O:33])[O:23][C@H:11]([CH2:12][CH2:13][CH2:14][CH2:15][CH2:16][CH2:17][CH2:18][CH2:19][CH2:20][CH2:21][CH3:22])[CH2:10][C:9]=1[OH:34])[CH2:27][CH2:28][CH2:29][CH2:30][CH3:31], predict the reactants needed to synthesize it. The reactants are: C([Mg]Cl)(C)(C)C.CO[C:9](=[O:34])[CH2:10][C@H:11]([O:23][C:24](=[O:33])[CH:25](Br)[CH2:26][CH2:27][CH2:28][CH2:29][CH2:30][CH3:31])[CH2:12][CH2:13][CH2:14][CH2:15][CH2:16][CH2:17][CH2:18][CH2:19][CH2:20][CH2:21][CH3:22].C1COCC1.C([Mg]Cl)(C)(C)C.C1COCC1. (4) Given the product [CH2:29]([O:28][C:26]([N:12]1[CH:11]([C:13]([OH:15])=[O:14])[CH2:10][S:9][C@@H:8]1[C:6]1[CH:5]=[CH:4][N:3]=[C:2]([Cl:1])[CH:7]=1)=[O:27])[C:30]1[CH:35]=[CH:34][CH:33]=[CH:32][CH:31]=1, predict the reactants needed to synthesize it. The reactants are: [Cl:1][C:2]1[CH:7]=[C:6]([C@@H:8]2[NH:12][CH:11]([C:13]([OH:15])=[O:14])[CH2:10][S:9]2)[CH:5]=[CH:4][N:3]=1.CCN(C(C)C)C(C)C.Cl[C:26]([O:28][CH2:29][C:30]1[CH:35]=[CH:34][CH:33]=[CH:32][CH:31]=1)=[O:27]. (5) Given the product [CH2:16]([O:18][C:19](=[O:27])[CH2:20][C:21]1[N:22]=[C:23]([NH:26][C:13]([C:9]2[N:8]([CH2:1][C:2]3[CH:3]=[CH:4][CH:5]=[CH:6][CH:7]=3)[CH:12]=[CH:11][CH:10]=2)=[O:15])[S:24][CH:25]=1)[CH3:17], predict the reactants needed to synthesize it. The reactants are: [CH2:1]([N:8]1[CH:12]=[CH:11][CH:10]=[C:9]1[C:13]([OH:15])=O)[C:2]1[CH:7]=[CH:6][CH:5]=[CH:4][CH:3]=1.[CH2:16]([O:18][C:19](=[O:27])[CH2:20][C:21]1[N:22]=[C:23]([NH2:26])[S:24][CH:25]=1)[CH3:17].